Dataset: Full USPTO retrosynthesis dataset with 1.9M reactions from patents (1976-2016). Task: Predict the reactants needed to synthesize the given product. (1) Given the product [C:32]([C:34]1[C:35]([N:49]2[CH2:50][CH2:51][CH:52]([C:55]([NH:69][S:66]([CH2:65][C:62]3[CH:63]=[CH:64][C:59]([F:58])=[CH:60][CH:61]=3)(=[O:68])=[O:67])=[O:56])[CH2:53][CH2:54]2)=[N:36][C:37]([C:45]([F:46])([F:48])[F:47])=[C:38]([CH:39]=1)[C:40]([O:42][CH2:43][CH3:44])=[O:41])#[N:33], predict the reactants needed to synthesize it. The reactants are: CCN(C(C)C)C(C)C.CN(C(ON1N=NC2C=CC=CC1=2)=[N+](C)C)C.[B-](F)(F)(F)F.[C:32]([C:34]1[C:35]([N:49]2[CH2:54][CH2:53][CH:52]([C:55](O)=[O:56])[CH2:51][CH2:50]2)=[N:36][C:37]([C:45]([F:48])([F:47])[F:46])=[C:38]([C:40]([O:42][CH2:43][CH3:44])=[O:41])[CH:39]=1)#[N:33].[F:58][C:59]1[CH:64]=[CH:63][C:62]([CH2:65][S:66]([NH2:69])(=[O:68])=[O:67])=[CH:61][CH:60]=1. (2) Given the product [CH:19]1([C:16]2[CH:17]=[CH:18][C:13]([C:25]([N:24]([O:23][CH3:22])[CH3:31])=[O:26])=[CH:14][CH:15]=2)[CH2:21][CH2:20]1, predict the reactants needed to synthesize it. The reactants are: CCCCCC.C([Li])CCC.Br[C:13]1[CH:18]=[CH:17][C:16]([CH:19]2[CH2:21][CH2:20]2)=[CH:15][CH:14]=1.[CH3:22][O:23][N:24]([CH3:31])[C:25](N(OC)C)=[O:26].[Cl-].[NH4+]. (3) Given the product [Br:1][C:2]1[S:6][C:5]([CH2:7][N:8]([CH3:12])[CH3:9])=[CH:4][CH:3]=1, predict the reactants needed to synthesize it. The reactants are: [Br:1][C:2]1[S:6][C:5]([CH2:7][N:8]2[CH2:12]CC[CH2:9]2)=[CH:4][CH:3]=1.CNC.CO. (4) Given the product [NH:24]1[C:15]([C:14]2[CH:13]=[C:12]([CH:10]3[C:9]4[C:4](=[C:5]5[CH:23]=[CH:22][CH:21]=[CH:20][C:6]5=[CH:7][CH:8]=4)[NH:3][C:2](=[O:1])[CH2:11]3)[CH:19]=[CH:18][CH:17]=2)=[N:16][N:26]=[N:25]1, predict the reactants needed to synthesize it. The reactants are: [O:1]=[C:2]1[CH2:11][CH:10]([C:12]2[CH:13]=[C:14]([CH:17]=[CH:18][CH:19]=2)[C:15]#[N:16])[C:9]2[C:4](=[C:5]3[CH:23]=[CH:22][CH:21]=[CH:20][C:6]3=[CH:7][CH:8]=2)[NH:3]1.[N-:24]=[N+:25]=[N-:26].[Na+].[Cl-].[NH4+]. (5) Given the product [C:9]1([CH3:8])[CH:14]=[CH:13][C:12]([S:15]([O:27][CH2:26][CH2:25][C:21]2[CH:20]=[N:19][CH:24]=[CH:23][CH:22]=2)(=[O:17])=[O:16])=[CH:11][CH:10]=1, predict the reactants needed to synthesize it. The reactants are: C(N(CC)CC)C.[CH3:8][C:9]1[CH:14]=[CH:13][C:12]([S:15](Cl)(=[O:17])=[O:16])=[CH:11][CH:10]=1.[N:19]1[CH:24]=[CH:23][CH:22]=[C:21]([CH2:25][CH2:26][OH:27])[CH:20]=1. (6) Given the product [OH:34][C@@:27]1([C:25]#[C:26][C:2]2[CH:3]=[C:4]([C:8]3[N:17]=[C:16]([C:18]([O:20][CH2:21][CH3:22])=[O:19])[C:15]4[CH2:14][C:13]([CH3:23])([CH3:24])[CH2:12][CH2:11][C:10]=4[N:9]=3)[CH:5]=[CH:6][CH:7]=2)[CH2:31][CH2:30][N:29]([CH3:32])[C:28]1=[O:33], predict the reactants needed to synthesize it. The reactants are: Br[C:2]1[CH:3]=[C:4]([C:8]2[N:17]=[C:16]([C:18]([O:20][CH2:21][CH3:22])=[O:19])[C:15]3[CH2:14][C:13]([CH3:24])([CH3:23])[CH2:12][CH2:11][C:10]=3[N:9]=2)[CH:5]=[CH:6][CH:7]=1.[C:25]([C@:27]1([OH:34])[CH2:31][CH2:30][N:29]([CH3:32])[C:28]1=[O:33])#[CH:26].